From a dataset of Catalyst prediction with 721,799 reactions and 888 catalyst types from USPTO. Predict which catalyst facilitates the given reaction. (1) Reactant: [C:1]([C:3]1[CH:12]=[CH:11][C:10]2[C:5](=[CH:6][CH:7]=[C:8]([CH2:13][C:14]3[CH:15]=[C:16]([CH:22]=[CH:23][N:24]=3)[C:17]([O:19]CC)=[O:18])[CH:9]=2)[N:4]=1)#[N:2].O.[OH-].[Li+].Cl.C(Cl)Cl. Product: [C:1]([C:3]1[CH:12]=[CH:11][C:10]2[C:5](=[CH:6][CH:7]=[C:8]([CH2:13][C:14]3[CH:15]=[C:16]([CH:22]=[CH:23][N:24]=3)[C:17]([OH:19])=[O:18])[CH:9]=2)[N:4]=1)#[N:2]. The catalyst class is: 20. (2) Reactant: [NH2:1][C:2]1[CH:7]=[CH:6][C:5]([S:8]([N:11]([C:13]2[CH:32]=[CH:31][C:16]3[N:17]([CH2:24][CH:25]4[CH2:30][CH2:29][O:28][CH2:27][CH2:26]4)[C:18]([C:20]([CH3:23])([CH3:22])[CH3:21])=[N:19][C:15]=3[CH:14]=2)[CH3:12])(=[O:10])=[O:9])=[CH:4][CH:3]=1.C([O:36][CH2:37][C:38](Cl)=[O:39])(=O)C. Product: [C:20]([C:18]1[N:17]([CH2:24][CH:25]2[CH2:26][CH2:27][O:28][CH2:29][CH2:30]2)[C:16]2[CH:31]=[CH:32][C:13]([N:11]([CH3:12])[S:8]([C:5]3[CH:6]=[CH:7][C:2]([NH:1][C:37](=[O:36])[CH2:38][OH:39])=[CH:3][CH:4]=3)(=[O:10])=[O:9])=[CH:14][C:15]=2[N:19]=1)([CH3:23])([CH3:21])[CH3:22]. The catalyst class is: 64. (3) Reactant: [I:1][C:2]1[CH:9]=[C:8]([N+:10]([O-])=O)[CH:7]=[CH:6][C:3]=1[C:4]#[N:5].O1CCCC1.[Cl-].[NH4+]. Product: [NH2:10][C:8]1[CH:7]=[CH:6][C:3]([C:4]#[N:5])=[C:2]([I:1])[CH:9]=1. The catalyst class is: 679. (4) Reactant: Cl.[O:2]=[C:3]1[C:11]2[C:6](=[CH:7][C:8]([C:12]([NH:14][CH:15]3[CH2:20][CH2:19][NH:18][CH2:17][CH2:16]3)=[O:13])=[CH:9][CH:10]=2)[CH2:5][O:4]1.[CH3:21][C:22]1[C:30]2[CH2:29][O:28][C:27](=[O:31])[C:26]=2[CH:25]=[CH:24][C:23]=1[CH2:32][CH:33]=O.C([BH3-])#N.[Na+].C(O)(=O)C. Product: [CH3:21][C:22]1[C:23]([CH2:32][CH2:33][N:18]2[CH2:17][CH2:16][CH:15]([NH:14][C:12]([C:8]3[CH:7]=[C:6]4[C:11](=[CH:10][CH:9]=3)[C:3](=[O:2])[O:4][CH2:5]4)=[O:13])[CH2:20][CH2:19]2)=[CH:24][CH:25]=[C:26]2[C:30]=1[CH2:29][O:28][C:27]2=[O:31]. The catalyst class is: 5. (5) Reactant: [OH:1][C@H:2]1[CH2:7][CH2:6][CH2:5][CH2:4][C@@H:3]1[N:8]1[C:12]([C:13]2[CH:18]=[CH:17][CH:16]=[CH:15][CH:14]=2)=[C:11]([C:19]([O:21][CH2:22][CH3:23])=[O:20])[N:10]=[CH:9]1.C(N(CC)CC)C. Product: [O:1]=[C:2]1[CH2:7][CH2:6][CH2:5][CH2:4][CH:3]1[N:8]1[C:12]([C:13]2[CH:18]=[CH:17][CH:16]=[CH:15][CH:14]=2)=[C:11]([C:19]([O:21][CH2:22][CH3:23])=[O:20])[N:10]=[CH:9]1. The catalyst class is: 16. (6) Reactant: N1C(Cl)=NC(Cl)=NC=1[Cl:3].CN(C)C=O.[Cl:15][C:16]1[C:17]([CH3:35])=[C:18]([C:27]2[CH:32]=[CH:31][N:30]=[C:29]([C:33]#[N:34])[CH:28]=2)[C:19]([O:25][CH3:26])=[C:20]([CH:22](O)[CH3:23])[CH:21]=1. Product: [Cl:15][C:16]1[C:17]([CH3:35])=[C:18]([C:27]2[CH:32]=[CH:31][N:30]=[C:29]([C:33]#[N:34])[CH:28]=2)[C:19]([O:25][CH3:26])=[C:20]([CH:22]([Cl:3])[CH3:23])[CH:21]=1. The catalyst class is: 2. (7) Reactant: [C:1](OC(=O)C)(=[O:3])[CH3:2].[CH:8]([O:11][C:12]([N:14]1[CH2:19][CH2:18][CH:17]([CH2:20][CH2:21][CH2:22][O:23][C:24]2[CH:29]=[CH:28][C:27]([C:30]([NH:32][NH2:33])=[O:31])=[C:26]([F:34])[CH:25]=2)[CH2:16][CH2:15]1)=[O:13])([CH3:10])[CH3:9]. Product: [CH:8]([O:11][C:12]([N:14]1[CH2:19][CH2:18][CH:17]([CH2:20][CH2:21][CH2:22][O:23][C:24]2[CH:29]=[CH:28][C:27]([C:30]([NH:32][NH:33][C:1](=[O:3])[CH3:2])=[O:31])=[C:26]([F:34])[CH:25]=2)[CH2:16][CH2:15]1)=[O:13])([CH3:10])[CH3:9]. The catalyst class is: 17.